Dataset: Reaction yield outcomes from USPTO patents with 853,638 reactions. Task: Predict the reaction yield, written as a fraction of the theoretical maximum amount of product (1.0 means a 100% yield; for example, 0.34 means a 34% yield). (1) The reactants are Br[C:2]1[CH:3]=[C:4]2[C:8](=[CH:9][CH:10]=1)[N:7]([CH:11]1[CH2:16][CH2:15][CH2:14][CH2:13][O:12]1)[N:6]=[C:5]2[C:17]1[N:22]=[C:21]([O:23][C@H:24]2[CH2:31][N:30]([C:32]([O:34][C:35]([CH3:38])([CH3:37])[CH3:36])=[O:33])[CH2:29][CH2:28][C:25]32[CH2:27][CH2:26]3)[CH:20]=[N:19][CH:18]=1.[CH3:39][N:40]1[C:44](B2OC(C)(C)C(C)(C)O2)=[CH:43][CH:42]=[N:41]1.P([O-])([O-])([O-])=O.[K+].[K+].[K+]. The catalyst is O1CCOCC1.O. The product is [CH3:39][N:40]1[C:44]([C:2]2[CH:3]=[C:4]3[C:8](=[CH:9][CH:10]=2)[N:7]([CH:11]2[CH2:16][CH2:15][CH2:14][CH2:13][O:12]2)[N:6]=[C:5]3[C:17]2[N:22]=[C:21]([O:23][C@H:24]3[CH2:31][N:30]([C:32]([O:34][C:35]([CH3:38])([CH3:37])[CH3:36])=[O:33])[CH2:29][CH2:28][C:25]43[CH2:27][CH2:26]4)[CH:20]=[N:19][CH:18]=2)=[CH:43][CH:42]=[N:41]1. The yield is 1.00. (2) The reactants are [CH3:1][O:2][C:3]1[CH:11]=[CH:10][CH:9]=[CH:8][C:4]=1[C:5]([OH:7])=O.[F:12][C:13]1[CH:18]=[CH:17][C:16]([NH:19][C:20]([C:22]2[C:26]([NH2:27])=[CH:25][NH:24][N:23]=2)=[O:21])=[CH:15][CH:14]=1.C(Cl)CCl.C1C=CC2N(O)N=NC=2C=1. The catalyst is CN(C=O)C. The product is [F:12][C:13]1[CH:14]=[CH:15][C:16]([NH:19][C:20]([C:22]2[C:26]([NH:27][C:5](=[O:7])[C:4]3[CH:8]=[CH:9][CH:10]=[CH:11][C:3]=3[O:2][CH3:1])=[CH:25][NH:24][N:23]=2)=[O:21])=[CH:17][CH:18]=1. The yield is 0.150. (3) The reactants are Br[C:2]1[N:7]=[C:6]([NH:8][C:9]2[CH:14]=[C:13]([C:15]3[N:16]=[N:17][N:18]([CH2:20][C:21]4[CH:26]=[CH:25][C:24]([O:27][CH3:28])=[CH:23][CH:22]=4)[CH:19]=3)[CH:12]=[CH:11][N:10]=2)[CH:5]=[C:4]([CH3:29])[CH:3]=1.[OH:30][C@:31]1([C:45]2[S:46][CH:47]=[CH:48][N:49]=2)[CH2:40][CH2:39][CH2:38][C:37]2[CH:36]=[C:35]([C:41]([O:43][CH3:44])=[O:42])[CH:34]=[CH:33][C:32]1=2.C(P(C12CC3CC(CC(C3)C1)C2)C12CC3CC(CC(C3)C1)C2)CCC.[F-].[Cs+].C(O)(=O)C(C)(C)C. The catalyst is CC([O-])=O.CC([O-])=O.[Pd+2]. The product is [OH:30][C@:31]1([C:45]2[S:46][C:47]([C:2]3[CH:3]=[C:4]([CH3:29])[CH:5]=[C:6]([NH:8][C:9]4[CH:14]=[C:13]([C:15]5[N:16]=[N:17][N:18]([CH2:20][C:21]6[CH:26]=[CH:25][C:24]([O:27][CH3:28])=[CH:23][CH:22]=6)[CH:19]=5)[CH:12]=[CH:11][N:10]=4)[N:7]=3)=[CH:48][N:49]=2)[CH2:40][CH2:39][CH2:38][C:37]2[CH:36]=[C:35]([C:41]([O:43][CH3:44])=[O:42])[CH:34]=[CH:33][C:32]1=2. The yield is 0.340. (4) The reactants are Br[C:2]1[CH:10]=[CH:9][CH:8]=[C:7]2[C:3]=1[CH:4]=[CH:5][NH:6]2.B(OB([O-])[O-])([O-])[O-].CC([O-])=O.[K+].CCOC(C)=O.CCCCCC. The catalyst is CS(C)=O.[Pd]. The product is [NH:6]1[C:7]2[C:3](=[CH:2][CH:10]=[CH:9][CH:8]=2)[CH:4]=[CH:5]1. The yield is 0.210. (5) The reactants are [H-].[Na+].[CH:3]1([S:6]([NH2:9])(=[O:8])=[O:7])[CH2:5][CH2:4]1.[Cl:10][C:11]1[CH:12]=[C:13]2[C:18](=[C:19]([C:21](O)=[O:22])[CH:20]=1)[NH:17][CH:16]([C:24]1[CH:25]=[C:26]([C:30]3[CH:35]=[CH:34][C:33]([N:36]([CH3:38])[CH3:37])=[CH:32][CH:31]=3)[CH:27]=[CH:28][CH:29]=1)[C:15]([CH3:40])([CH3:39])[CH2:14]2.C(N1C=CN=C1)(N1C=CN=C1)=O. The catalyst is CN(C)C=O. The product is [Cl:10][C:11]1[CH:12]=[C:13]2[C:18](=[C:19]([C:21]([NH:9][S:6]([CH:3]3[CH2:5][CH2:4]3)(=[O:8])=[O:7])=[O:22])[CH:20]=1)[NH:17][CH:16]([C:24]1[CH:25]=[C:26]([C:30]3[CH:31]=[CH:32][C:33]([N:36]([CH3:38])[CH3:37])=[CH:34][CH:35]=3)[CH:27]=[CH:28][CH:29]=1)[C:15]([CH3:40])([CH3:39])[CH2:14]2. The yield is 0.400. (6) The reactants are [CH2:1]([O:8][C:9]1[CH:10]=[CH:11][C:12]([OH:18])=[C:13]([C:15](=O)[CH3:16])[CH:14]=1)[C:2]1[CH:7]=[CH:6][CH:5]=[CH:4][CH:3]=1.[C:19](=O)([O-])[O-].[K+].[K+].BrC[C:27](=[O:30])[CH2:28][CH3:29]. The catalyst is CN(C)C=O. The product is [CH2:1]([O:8][C:9]1[CH:10]=[CH:11][C:12]2[O:18][C:16]([C:27](=[O:30])[CH2:28][CH3:29])=[C:15]([CH3:19])[C:13]=2[CH:14]=1)[C:2]1[CH:7]=[CH:6][CH:5]=[CH:4][CH:3]=1. The yield is 0.660. (7) The reactants are Br[C:2]1[S:6][C:5]([NH:7][C:8]([NH:10][C:11]2[CH:16]=[CH:15][C:14]([CH3:17])=[CH:13][C:12]=2[C:18]([CH:20]2[CH2:24][CH2:23][CH2:22][CH2:21]2)=[O:19])=[O:9])=[N:4][CH:3]=1.[CH3:25][O:26][C:27](=[O:35])[C:28]1[CH:33]=[CH:32][C:31]([SH:34])=[N:30][CH:29]=1. No catalyst specified. The product is [CH3:25][O:26][C:27](=[O:35])[C:28]1[CH:33]=[CH:32][C:31]([S:34][C:2]2[S:6][C:5]([NH:7][C:8]([NH:10][C:11]3[CH:16]=[CH:15][C:14]([CH3:17])=[CH:13][C:12]=3[C:18]([CH:20]3[CH2:24][CH2:23][CH2:22][CH2:21]3)=[O:19])=[O:9])=[N:4][CH:3]=2)=[N:30][CH:29]=1. The yield is 0.200. (8) The reactants are Cl[C:2]1[N:12]=[CH:11][C:10]([Cl:13])=[CH:9][C:3]=1[C:4]([O:6][CH2:7][CH3:8])=[O:5].[CH3:14]B1OB(C)OB(C)O1.C(=O)([O-])[O-].[K+].[K+].O. The catalyst is O1CCOCC1. The product is [Cl:13][C:10]1[CH:11]=[N:12][C:2]([CH3:14])=[C:3]([CH:9]=1)[C:4]([O:6][CH2:7][CH3:8])=[O:5]. The yield is 0.380.